Dataset: Reaction yield outcomes from USPTO patents with 853,638 reactions. Task: Predict the reaction yield, written as a fraction of the theoretical maximum amount of product (1.0 means a 100% yield; for example, 0.34 means a 34% yield). (1) The reactants are C[C@@H]1O[C@@H]([O:8][C@@H:9]2[CH:25]=[C:24]3[C@@:12]([CH3:35])([C@@H:13]4[C@@H:21]([CH2:22][CH2:23]3)[C@:20]3([OH:26])[C@@:16]([CH3:34])([C@@H:17]([C:27]5[CH:33]=[CH:32][C:30](=[O:31])[O:29][CH:28]=5)[CH2:18][CH2:19]3)[CH2:15][CH2:14]4)[CH2:11][CH2:10]2)[C@H](O)[C@H](O)[C@H]1O.C([O-])(=O)C.[Na+]. The catalyst is C(O)C. The product is [CH3:35][C@@:12]12[C@H:13]3[CH2:14][CH2:15][C@:16]4([CH3:34])[C@@H:17]([C:27]5[CH:33]=[CH:32][C:30](=[O:31])[O:29][CH:28]=5)[CH2:18][CH2:19][C@:20]4([OH:26])[C@@H:21]3[CH2:22][CH2:23][C:24]1=[CH:25][C@@H:9]([OH:8])[CH2:10][CH2:11]2. The yield is 0.900. (2) The reactants are [CH3:1][C@H:2]1[C@@:41]2([OH:43])[O:42][C@H:5]([CH2:6][C@H:7]([O:64][CH3:65])[C:8]([CH3:63])=[CH:9][CH:10]=[CH:11][CH:12]=[CH:13][C@@H:14]([CH3:62])[CH2:15][C@@H:16]([CH3:61])[C:17]([C@H:19]([O:59][CH3:60])[C@H:20]([OH:58])[C:21]([CH3:57])=[CH:22][C@@H:23]([CH3:56])[C:24]([CH2:26][C@@H:27]([C@@H:44]([CH2:46][C@H:47]3[CH2:52][C@@H:51]([O:53][CH3:54])[C@H:50]([OH:55])[CH2:49][CH2:48]3)[CH3:45])[O:28][C:29]([C@H:31]3[N:36]([C:37]([C:39]2=[O:40])=[O:38])[CH2:35][CH2:34][CH2:33][CH2:32]3)=[O:30])=[O:25])=[O:18])[CH2:4][CH2:3]1.C(N(C(C)C)C(C)C)C.O([CH2:83][CH2:84][O:85][CH2:86][CH3:87])S(C(F)(F)F)(=O)=O.Cl. The catalyst is C(OCC)(=O)C.C(Cl)Cl. The product is [CH3:83][CH2:84][O:85][CH2:86][CH2:87][O:55][C@H:50]1[C@H:51]([O:53][CH3:54])[CH2:52][CH:47]([CH2:46][C@H:44]([CH:27]2[O:28][C:29](=[O:30])[C@H:31]3[N:36]([CH2:35][CH2:34][CH2:33][CH2:32]3)[C:37](=[O:38])[C:39](=[O:40])[C@:41]3([OH:43])[O:42][C@@H:5]([CH2:4][CH2:3][C@H:2]3[CH3:1])[CH2:6][C@H:7]([O:64][CH3:65])[C:8]([CH3:63])=[CH:9][CH:10]=[CH:11][CH:12]=[CH:13][CH:14]([CH3:62])[CH2:15][C@@H:16]([CH3:61])[C:17](=[O:18])[C@H:19]([O:59][CH3:60])[C@H:20]([OH:58])[C:21]([CH3:57])=[CH:22][C@@H:23]([CH3:56])[C:24](=[O:25])[CH2:26]2)[CH3:45])[CH2:48][CH2:49]1. The yield is 0.445. (3) The reactants are Cl[CH2:2][CH2:3][CH2:4][CH:5]([C:17]1O[C:19]([C:22]2[CH:27]=[CH:26][C:25]([C:28]3[O:32][C:31]([CH3:33])=[N:30][CH:29]=3)=[C:24]([O:34][CH3:35])[CH:23]=2)=[N:20][N:21]=1)[C:6]1[CH:11]=[CH:10][CH:9]=[CH:8][C:7]=1[O:12][C:13]([F:16])([F:15])[F:14].[N-:36]=[N+]=[N-].[Na+].C1(P(C2C=CC=CC=2)C2C=CC=CC=2)C=CC=CC=1. The catalyst is CS(C)=O.C1COCC1.O. The product is [CH3:35][O:34][C:24]1[CH:23]=[C:22]([C:19]2[N:36]3[CH2:2][CH2:3][CH2:4][CH:5]([C:6]4[CH:11]=[CH:10][CH:9]=[CH:8][C:7]=4[O:12][C:13]([F:16])([F:15])[F:14])[C:17]3=[N:21][N:20]=2)[CH:27]=[CH:26][C:25]=1[C:28]1[O:32][C:31]([CH3:33])=[N:30][CH:29]=1. The yield is 0.850. (4) The reactants are [Cl:1][C:2]1[C:7]([C:8]2[NH:12][CH:11]=[C:10]([CH:13]=[O:14])[CH:9]=2)=[CH:6][CH:5]=[CH:4][N:3]=1.[H-].[Na+].[C:17]([C:19]1[CH:20]=[C:21]([S:25](Cl)(=[O:27])=[O:26])[CH:22]=[CH:23][CH:24]=1)#[N:18]. The catalyst is O1CCCC1.C(=O)([O-])O.[Na+]. The product is [Cl:1][C:2]1[C:7]([C:8]2[N:12]([S:25]([C:21]3[CH:20]=[C:19]([CH:24]=[CH:23][CH:22]=3)[C:17]#[N:18])(=[O:27])=[O:26])[CH:11]=[C:10]([CH:13]=[O:14])[CH:9]=2)=[CH:6][CH:5]=[CH:4][N:3]=1. The yield is 0.760. (5) The reactants are [CH2:1]([O:8][C:9]1[CH:14]=[CH:13][C:12]([Br:15])=[CH:11][C:10]=1[C:16](=[O:18])[CH3:17])[C:2]1[CH:7]=[CH:6][CH:5]=[CH:4][CH:3]=1.[BH4-].[Na+]. The catalyst is CO. The product is [CH2:1]([O:8][C:9]1[CH:14]=[CH:13][C:12]([Br:15])=[CH:11][C:10]=1[CH:16]([OH:18])[CH3:17])[C:2]1[CH:3]=[CH:4][CH:5]=[CH:6][CH:7]=1. The yield is 1.00. (6) The reactants are [CH2:1]([N:5](C(OC(C)(C)C)=O)[C:6]([O:8][C:9]([CH3:12])([CH3:11])[CH3:10])=[O:7])[CH2:2][CH:3]=[CH2:4].FC(F)(F)C(O)=O. The catalyst is C(Cl)Cl. The product is [CH2:1]([NH:5][C:6](=[O:7])[O:8][C:9]([CH3:12])([CH3:11])[CH3:10])[CH2:2][CH:3]=[CH2:4]. The yield is 0.960. (7) The reactants are [Cl:1][C:2]1[CH:3]=[C:4]([C:8]2[N:9]=[C:10]([CH2:17][C:18]3[CH:23]=[CH:22][C:21]([CH2:24][C:25]([O:27]C)=O)=[CH:20][CH:19]=3)[C:11]3[CH2:16][CH2:15][CH2:14][C:12]=3[N:13]=2)[CH:5]=[CH:6][CH:7]=1.[Cl-].[NH4+:30].N. The catalyst is CO. The product is [Cl:1][C:2]1[CH:3]=[C:4]([C:8]2[N:9]=[C:10]([CH2:17][C:18]3[CH:23]=[CH:22][C:21]([CH2:24][C:25]([NH2:30])=[O:27])=[CH:20][CH:19]=3)[C:11]3[CH2:16][CH2:15][CH2:14][C:12]=3[N:13]=2)[CH:5]=[CH:6][CH:7]=1. The yield is 0.710. (8) The reactants are CS(C)=O.Cl[C:6]1[N:7]([CH2:29][CH:30]2[CH2:32][CH2:31]2)[C:8]2[C:13]([N:14]=1)=[C:12]([N:15]1[CH2:20][CH2:19][O:18][CH2:17][CH2:16]1)[N:11]=[C:10]([C:21]1[CH:22]=[N:23][C:24]([NH:27][CH3:28])=[N:25][CH:26]=1)[N:9]=2.[NH:33]1[CH2:38][CH2:37][O:36][CH2:35][CH2:34]1. The catalyst is ClCCl.CO. The product is [CH:30]1([CH2:29][N:7]2[C:6]([N:33]3[CH2:38][CH2:37][O:36][CH2:35][CH2:34]3)=[N:14][C:13]3[C:8]2=[N:9][C:10]([C:21]2[CH:22]=[N:23][C:24]([NH:27][CH3:28])=[N:25][CH:26]=2)=[N:11][C:12]=3[N:15]2[CH2:20][CH2:19][O:18][CH2:17][CH2:16]2)[CH2:32][CH2:31]1. The yield is 0.910. (9) The reactants are [OH:1][C:2]1[CH:3]=[C:4]2[C:9](=[CH:10][C:11]=1[CH3:12])[CH:8]=[N:7][CH:6]=[CH:5]2.Cl[C:14]1[C:23]2[C:18](=[CH:19][C:20]([O:26][CH3:27])=[C:21]([O:24][CH3:25])[CH:22]=2)[N:17]=[CH:16][CH:15]=1.O. The catalyst is CN(C)C1C=CN=CC=1.ClC1C=CC=CC=1Cl. The product is [CH3:25][O:24][C:21]1[CH:22]=[C:23]2[C:18](=[CH:19][C:20]=1[O:26][CH3:27])[N:17]=[CH:16][CH:15]=[C:14]2[O:1][C:2]1[CH:3]=[C:4]2[C:9](=[CH:10][C:11]=1[CH3:12])[CH:8]=[N:7][CH:6]=[CH:5]2. The yield is 0.580.